Task: Binary Classification. Given a miRNA mature sequence and a target amino acid sequence, predict their likelihood of interaction.. Dataset: Experimentally validated miRNA-target interactions with 360,000+ pairs, plus equal number of negative samples (1) The miRNA is hsa-miR-3913-5p with sequence UUUGGGACUGAUCUUGAUGUCU. The protein sequence of the target gene is MAHYKAADSKREQFRRYLEKSGVLDTLTKVLVALYEEPEKPTSALDFLKHHLGAATPENPEIELLRLELAEMKEKYEATVEENKKLKAKLVQYEPPQEEKRAE. Result: 0 (no interaction). (2) The miRNA is hsa-miR-6757-3p with sequence AACACUGGCCUUGCUAUCCCCA. The protein sequence of the target gene is MSNESCLPYYTAHSYSSMSAFKTSMGDLQRQLYNRGEYNIFKYAPMFESNFIQINKKGEVIDVHNRVRMVTVGIVCTSPILPLPDVMVLAQPTKICEQHVRWGRFAKGRGRRPVKTLELTRLLPLKFVKISIHDHEKQQLRLKLATGRTFYLQLCPSSDTREDLFCYWEKLVYLLRPPVESYCSTPTLLSGDAPPEDNKSLVAAELHREGDQSETGLYKPCDVSAATSSAYAGGEGIQHASHGTASAASPSTSTPGAAEGGAARTAGGMAVAGTATGPRTDVAIAGAAMSPATGAMSIAT.... Result: 0 (no interaction).